From a dataset of Reaction yield outcomes from USPTO patents with 853,638 reactions. Predict the reaction yield, written as a fraction of the theoretical maximum amount of product (1.0 means a 100% yield; for example, 0.34 means a 34% yield). (1) The catalyst is C(Cl)Cl. The yield is 0.890. The product is [CH2:1]([O:8][C@@H:9]1[C@@H:17]([CH2:18][OH:19])[O:16][C@H:12]([S:13][CH2:14][CH3:15])[C@@H:11]([O:20][C:21](=[O:30])[C:22]2[CH:27]=[C:26]([F:28])[CH:25]=[CH:24][C:23]=2[F:29])[C@H:10]1[OH:31])[C:2]1[CH:7]=[CH:6][CH:5]=[CH:4][CH:3]=1. The reactants are [CH2:1]([O:8][C@@H:9]1[C@@H:17]([CH2:18][OH:19])[O:16][C@H:12]([S:13][CH2:14][CH3:15])[C@@H:11]([O:20][C:21](=[O:30])[C:22]2[CH:27]=[C:26]([F:28])[CH:25]=[CH:24][C:23]=2[F:29])[C@H:10]1[O:31]CC1C=CC(OC)=CC=1)[C:2]1[CH:7]=[CH:6][CH:5]=[CH:4][CH:3]=1.O.ClC1C(=O)C(C#N)=C(C#N)C(=O)C=1Cl. (2) The reactants are Cl[C:2]1[C:11]2[C:6](=[CH:7][CH:8]=[CH:9][CH:10]=2)[C:5](=[O:12])[NH:4][N:3]=1.CC1(C)C(C)(C)OB([C:21]2[CH:26]=[CH:25][C:24]([CH:27]([CH3:33])[C:28]([O:30][CH2:31][CH3:32])=[O:29])=[CH:23][CH:22]=2)O1.P([O-])([O-])([O-])=O.[K+].[K+].[K+].O1CCOCC1. The catalyst is C1C=CC([P]([Pd]([P](C2C=CC=CC=2)(C2C=CC=CC=2)C2C=CC=CC=2)([P](C2C=CC=CC=2)(C2C=CC=CC=2)C2C=CC=CC=2)[P](C2C=CC=CC=2)(C2C=CC=CC=2)C2C=CC=CC=2)(C2C=CC=CC=2)C2C=CC=CC=2)=CC=1.O. The product is [O:12]=[C:5]1[C:6]2[C:11](=[CH:10][CH:9]=[CH:8][CH:7]=2)[C:2]([C:21]2[CH:26]=[CH:25][C:24]([CH:27]([CH3:33])[C:28]([O:30][CH2:31][CH3:32])=[O:29])=[CH:23][CH:22]=2)=[N:3][NH:4]1. The yield is 0.800. (3) The reactants are [CH3:1][O:2][C:3]([NH:5][C@H:6]([C:10]([N:12]1[C@@H:16]([CH3:17])[CH2:15][CH2:14][C@H:13]1[C:18]1[NH:22][C:21]2[C:23]3[C:28]([CH2:29][CH2:30][C:20]=2[N:19]=1)=[CH:27][C:26]1[C:31]2[C:36]([CH2:37][O:38][C:25]=1[CH:24]=3)=[CH:35][C:34]([C:39]1[NH:43][C:42]([C@@H:44]3[CH2:48][C@H:47]([CH2:49][O:50][CH3:51])[CH2:46][N:45]3[C:52]([O:54][C:55]([CH3:58])([CH3:57])[CH3:56])=[O:53])=[N:41][CH:40]=1)=[CH:33][CH:32]=2)=[O:11])[CH:7]([CH3:9])[CH3:8])=[O:4].CO. The catalyst is C(Cl)Cl.O=[Mn]=O. The product is [CH3:1][O:2][C:3]([NH:5][C@H:6]([C:10]([N:12]1[C@@H:16]([CH3:17])[CH2:15][CH2:14][C@H:13]1[C:18]1[NH:22][C:21]2[C:23]3[C:28]([CH:29]=[CH:30][C:20]=2[N:19]=1)=[CH:27][C:26]1[C:31]2[C:36]([CH2:37][O:38][C:25]=1[CH:24]=3)=[CH:35][C:34]([C:39]1[NH:43][C:42]([C@@H:44]3[CH2:48][C@H:47]([CH2:49][O:50][CH3:51])[CH2:46][N:45]3[C:52]([O:54][C:55]([CH3:58])([CH3:57])[CH3:56])=[O:53])=[N:41][CH:40]=1)=[CH:33][CH:32]=2)=[O:11])[CH:7]([CH3:9])[CH3:8])=[O:4]. The yield is 0.580. (4) The reactants are S(Cl)([Cl:3])=O.O[CH2:6][CH:7]1[CH2:11][N:10]([C:12]2[CH:17]=[CH:16][C:15]([O:18][CH2:19][CH2:20][CH2:21][N:22]3[CH2:26][CH2:25][CH2:24][CH:23]3[CH3:27])=[CH:14][CH:13]=2)[C:9](=[O:28])[CH2:8]1.C(N(CC)CC)C. The catalyst is ClCCl. The product is [Cl:3][CH2:6][CH:7]1[CH2:11][N:10]([C:12]2[CH:17]=[CH:16][C:15]([O:18][CH2:19][CH2:20][CH2:21][N:22]3[CH2:26][CH2:25][CH2:24][CH:23]3[CH3:27])=[CH:14][CH:13]=2)[C:9](=[O:28])[CH2:8]1. The yield is 0.710. (5) The reactants are [O:1]=[S:2]1(=[O:32])[C:8]2[CH:9]=[CH:10][C:11]([O:13][CH2:14][C:15]([O:17]CC)=[O:16])=[CH:12][C:7]=2[N:6]([C:20]2[CH:25]=[CH:24][CH:23]=[CH:22][CH:21]=2)[CH2:5][C:4]([CH2:28][CH2:29][CH2:30][CH3:31])([CH2:26][CH3:27])[CH2:3]1.[OH-].[Na+].C(O)C. The catalyst is CC(O)=O. The product is [O:32]=[S:2]1(=[O:1])[C:8]2[CH:9]=[CH:10][C:11]([O:13][CH2:14][C:15]([OH:17])=[O:16])=[CH:12][C:7]=2[N:6]([C:20]2[CH:21]=[CH:22][CH:23]=[CH:24][CH:25]=2)[CH2:5][C:4]([CH2:28][CH2:29][CH2:30][CH3:31])([CH2:26][CH3:27])[CH2:3]1. The yield is 0.790. (6) The reactants are C(O)(=O)C.[NH:5]1[C:13]2[C:8](=[CH:9][CH:10]=[CH:11][CH:12]=2)[C:7]([CH2:14][C@H:15]([NH:17][CH2:18][C@H:19]([CH3:22])[CH2:20][F:21])[CH3:16])=[CH:6]1.[F:23][C:24]1[CH:25]=[C:26](/[CH:33]=[CH:34]/[C:35]([O:37][CH3:38])=[O:36])[CH:27]=[C:28]([F:32])[C:29]=1[CH:30]=O. The catalyst is C1(C)C=CC=CC=1. The product is [F:23][C:24]1[CH:25]=[C:26](/[CH:33]=[CH:34]/[C:35]([O:37][CH3:38])=[O:36])[CH:27]=[C:28]([F:32])[C:29]=1[C@@H:30]1[C:6]2[NH:5][C:13]3[C:8]([C:7]=2[CH2:14][C@@H:15]([CH3:16])[N:17]1[CH2:18][C@H:19]([CH3:22])[CH2:20][F:21])=[CH:9][CH:10]=[CH:11][CH:12]=3. The yield is 0.618.